The task is: Predict the reaction yield, written as a fraction of the theoretical maximum amount of product (1.0 means a 100% yield; for example, 0.34 means a 34% yield).. This data is from Reaction yield outcomes from USPTO patents with 853,638 reactions. (1) The reactants are C[O:2][C:3](=[O:44])[CH:4]([NH:8][S:9]([C:12]1[CH:17]=[CH:16][C:15]([C:18]2[CH:23]=[CH:22][C:21]([CH2:24][O:25][C:26]3[C:35]4[C:30](=[C:31]([C:36]([F:39])([F:38])[F:37])[CH:32]=[CH:33][CH:34]=4)[N:29]=[C:28]([C:40]([F:43])([F:42])[F:41])[CH:27]=3)=[CH:20][CH:19]=2)=[CH:14][CH:13]=1)(=[O:11])=[O:10])[CH:5]([CH3:7])[CH3:6].CO.[OH-].[Na+]. The catalyst is C1COCC1. The product is [F:43][C:40]([F:41])([F:42])[C:28]1[CH:27]=[C:26]([O:25][CH2:24][C:21]2[CH:22]=[CH:23][C:18]([C:15]3[CH:14]=[CH:13][C:12]([S:9]([NH:8][CH:4]([CH:5]([CH3:7])[CH3:6])[C:3]([OH:44])=[O:2])(=[O:11])=[O:10])=[CH:17][CH:16]=3)=[CH:19][CH:20]=2)[C:35]2[C:30](=[C:31]([C:36]([F:37])([F:38])[F:39])[CH:32]=[CH:33][CH:34]=2)[N:29]=1. The yield is 0.460. (2) The reactants are [Cl:1][C:2]1[CH:7]=[C:6]([CH2:8][C:9]2[C:14](=[O:15])[NH:13][C:12]([CH3:16])=[N:11][C:10]=2[CH2:17][CH2:18][CH3:19])[CH:5]=[CH:4][C:3]=1[C:20]1[C:21]([C:26]#[N:27])=[CH:22][CH:23]=[CH:24][CH:25]=1.[CH3:28][C:29]1([CH3:41])[CH2:33][C:32]2[CH:34]=[C:35](B(O)O)[CH:36]=[CH:37][C:31]=2[O:30]1.C([N:44](CC)CC)C.N1C=CC=CC=1.[C:55]([O:58]CC)(=[O:57])C. The catalyst is ClCCl.C([O-])(=O)C.[Cu+2].C([O-])(=O)C. The product is [Cl:1][C:2]1[CH:7]=[C:6]([CH2:8][C:9]2[C:14](=[O:15])[N:13]([C:35]3[CH:36]=[CH:37][C:31]4[O:30][C:29]([CH3:41])([CH3:28])[CH2:33][C:32]=4[CH:34]=3)[C:12]([CH3:16])=[N:11][C:10]=2[CH2:17][CH2:18][CH3:19])[CH:5]=[CH:4][C:3]=1[C:20]1[CH:25]=[CH:24][CH:23]=[CH:22][C:21]=1[C:26]1[NH:44][C:55](=[O:57])[O:58][N:27]=1. The yield is 0.750. (3) The reactants are [CH3:1][O:2][C:3]1[CH:8]=[CH:7][C:6]([C:9]2[N:10]=[C:11]([NH2:24])[S:12][C:13]=2[CH2:14][C:15]2[CH:20]=[CH:19][C:18]([N+:21]([O-:23])=[O:22])=[CH:17][CH:16]=2)=[CH:5][CH:4]=1.[F:25][C:26]1[CH:34]=[CH:33][C:29]([C:30](Cl)=[O:31])=[CH:28][CH:27]=1. No catalyst specified. The product is [F:25][C:26]1[CH:34]=[CH:33][C:29]([C:30]([NH:24][C:11]2[S:12][C:13]([CH2:14][C:15]3[CH:20]=[CH:19][C:18]([N+:21]([O-:23])=[O:22])=[CH:17][CH:16]=3)=[C:9]([C:6]3[CH:7]=[CH:8][C:3]([O:2][CH3:1])=[CH:4][CH:5]=3)[N:10]=2)=[O:31])=[CH:28][CH:27]=1. The yield is 0.813. (4) The reactants are CC1C=CC=C([N+]([O-])=O)C=1C(OC(=O)C1C([N+]([O-])=O)=CC=CC=1C)=O.[CH2:26]([C@H:33]([C@@H:49]([O:53][Si:54]([CH:61]([CH3:63])[CH3:62])([CH:58]([CH3:60])[CH3:59])[CH:55]([CH3:57])[CH3:56])[C@@H:50]([OH:52])[CH3:51])[CH2:34][O:35][CH2:36][C@@H:37]([NH:41][C:42]([O:44][C:45]([CH3:48])([CH3:47])[CH3:46])=[O:43])[C:38](O)=[O:39])[C:27]1[CH:32]=[CH:31][CH:30]=[CH:29][CH:28]=1. The catalyst is CN(C1C=CN=CC=1)C.C(Cl)Cl. The product is [CH2:26]([C@@H:33]1[C@@H:49]([O:53][Si:54]([CH:61]([CH3:63])[CH3:62])([CH:58]([CH3:60])[CH3:59])[CH:55]([CH3:56])[CH3:57])[C@H:50]([CH3:51])[O:52][C:38](=[O:39])[C@@H:37]([NH:41][C:42](=[O:43])[O:44][C:45]([CH3:47])([CH3:48])[CH3:46])[CH2:36][O:35][CH2:34]1)[C:27]1[CH:28]=[CH:29][CH:30]=[CH:31][CH:32]=1. The yield is 0.980. (5) The reactants are [Cl:1][C:2]1[C:7]2=[N:8][CH:9]=[C:10]([O:12][CH2:13][C:14]3[O:15][CH:16]=[CH:17][N:18]=3)[N:11]=[C:6]2[CH:5]=[CH:4][N:3]=1.Cl[C:20]1[N:21]=[C:22]2[CH:29]=[CH:28][N:27]=[C:26]([Cl:30])[C:23]2=[N:24][CH:25]=1.[O:31]1[CH:35]=[CH:34][N:33]=[C:32]1[CH:36]([OH:38])[CH3:37]. No catalyst specified. The product is [Cl:1][C:2]1[C:7]2=[N:8][CH:9]=[C:10]([O:12][CH:13]([C:14]3[O:15][CH:16]=[CH:17][N:18]=3)[CH3:20])[N:11]=[C:6]2[CH:5]=[CH:4][N:3]=1.[Cl:30][C:26]1[C:23]2=[N:24][CH:25]=[C:20]([O:38][C@H:36]([C:32]3[O:31][CH:35]=[CH:34][N:33]=3)[CH3:37])[N:21]=[C:22]2[CH:29]=[CH:28][N:27]=1.[Cl:1][C:2]1[C:7]2=[N:8][CH:9]=[C:10]([O:12][C@@H:13]([C:14]3[O:15][CH:16]=[CH:17][N:18]=3)[CH3:20])[N:11]=[C:6]2[CH:5]=[CH:4][N:3]=1. The yield is 0.880. (6) The reactants are C([C:3]1[C:4](=[O:11])[NH:5][C:6]([CH3:10])=[C:7]([CH3:9])[CH:8]=1)#N.Cl. The yield is 0.943. The product is [CH3:9][C:7]1[CH:8]=[CH:3][C:4](=[O:11])[NH:5][C:6]=1[CH3:10]. The catalyst is O.